Dataset: Forward reaction prediction with 1.9M reactions from USPTO patents (1976-2016). Task: Predict the product of the given reaction. (1) Given the reactants [CH3:1][C:2]1[CH:7]=[CH:6][C:5]([S:8]([NH:11][C:12]2[CH:17]=[CH:16][C:15]([O:18][C:19]3[CH:24]=[CH:23][CH:22]=[C:21]([N+:25]([O-:27])=[O:26])[CH:20]=3)=[CH:14][N:13]=2)(=[O:10])=[O:9])=[CH:4][CH:3]=1.C(N(CC)C(C)C)(C)C.CN(C)C=O.I[CH2:43][C:44]([NH2:46])=[O:45], predict the reaction product. The product is: [CH3:1][C:2]1[CH:7]=[CH:6][C:5]([S:8]([N:11]=[C:12]2[CH:17]=[CH:16][C:15]([O:18][C:19]3[CH:24]=[CH:23][CH:22]=[C:21]([N+:25]([O-:27])=[O:26])[CH:20]=3)=[CH:14][N:13]2[CH2:43][C:44]([NH2:46])=[O:45])(=[O:9])=[O:10])=[CH:4][CH:3]=1. (2) The product is: [Cl:30][C:31]1[CH:32]=[N:33][C:34]([O:1][CH2:2][CH2:3][O:4][C:5]2[C:9]([C:10]3[CH:11]=[CH:12][C:13]([CH3:16])=[CH:14][CH:15]=3)=[C:8]([NH:17][S:18]([C:21]3[CH:26]=[CH:25][CH:24]=[CH:23][N:22]=3)(=[O:19])=[O:20])[N:7]([CH3:27])[N:6]=2)=[N:35][CH:36]=1. Given the reactants [OH:1][CH2:2][CH2:3][O:4][C:5]1[C:9]([C:10]2[CH:15]=[CH:14][C:13]([CH3:16])=[CH:12][CH:11]=2)=[C:8]([NH:17][S:18]([C:21]2[CH:26]=[CH:25][CH:24]=[CH:23][N:22]=2)(=[O:20])=[O:19])[N:7]([CH3:27])[N:6]=1.[H-].[Na+].[Cl:30][C:31]1[CH:32]=[N:33][C:34](S(C)(=O)=O)=[N:35][CH:36]=1.O, predict the reaction product.